Dataset: Catalyst prediction with 721,799 reactions and 888 catalyst types from USPTO. Task: Predict which catalyst facilitates the given reaction. (1) Reactant: [CH2:1]([O:3][C:4](=[O:31])[CH2:5][N:6]1[N:10]=[N:9][C:8]([C:11]2[S:15][C:14]([N:16]3[CH2:20][CH:19]4[CH2:21][N:22](C(OC(C)(C)C)=O)[CH2:23][CH:18]4[CH2:17]3)=[N:13][CH:12]=2)=[N:7]1)[CH3:2].[ClH:32]. Product: [ClH:32].[CH2:17]1[CH:18]2[CH2:23][NH:22][CH2:21][CH:19]2[CH2:20][N:16]1[C:14]1[S:15][C:11]([C:8]2[N:9]=[N:10][N:6]([CH2:5][C:4]([O:3][CH2:1][CH3:2])=[O:31])[N:7]=2)=[CH:12][N:13]=1. The catalyst class is: 440. (2) Reactant: C([O:5][C:6](=[O:31])[C:7]1[CH:12]=[CH:11][C:10]([C:13]2[CH2:14][O:15][C:16]([C:22]3[CH:27]=[C:26]([Cl:28])[CH:25]=[C:24]([Cl:29])[CH:23]=3)([C:18]([F:21])([F:20])[F:19])[CH:17]=2)=[CH:9][C:8]=1[CH3:30])(C)(C)C.FC(F)(F)C(O)=O. Product: [Cl:29][C:24]1[CH:23]=[C:22]([C:16]2([C:18]([F:20])([F:21])[F:19])[O:15][CH2:14][C:13]([C:10]3[CH:11]=[CH:12][C:7]([C:6]([OH:31])=[O:5])=[C:8]([CH3:30])[CH:9]=3)=[CH:17]2)[CH:27]=[C:26]([Cl:28])[CH:25]=1. The catalyst class is: 4. (3) Reactant: [CH:1]([C:3]1[CH:11]=[CH:10][CH:9]=[CH:8][C:4]=1[C:5]([OH:7])=[O:6])=O.[NH2:12][C@H:13]([C:19]([OH:21])=[O:20])[CH2:14][CH2:15][C:16](=[O:18])[NH2:17].[BH4-].[Na+].Cl. Product: [C:16]([CH2:15][CH2:14][C@H:13]([NH:12][CH2:1][C:3]1[CH:11]=[CH:10][CH:9]=[CH:8][C:4]=1[C:5]([OH:7])=[O:6])[C:19]([OH:21])=[O:20])(=[O:18])[NH2:17]. The catalyst class is: 494. (4) Reactant: [CH:1]1([C:5]2[C:10]([OH:11])=[C:9]([F:12])[C:8]([C:13]3[N:14]=[C:15]4[CH:21]=[CH:20][NH:19][C:16]4=[N:17][CH:18]=3)=[CH:7][CH:6]=2)[CH2:4][CH2:3][CH2:2]1.[F:22][C:23]([F:33])([F:32])[C:24]1[CH:31]=[CH:30][C:27]([CH2:28]Br)=[CH:26][CH:25]=1.[OH-:34].[K+]. Product: [F:22][C:23]([F:33])([F:32])[C:24]([OH:11])=[O:34].[CH:1]1([C:5]2[CH:6]=[CH:7][C:8]([C:13]3[N:14]=[C:15]4[CH:21]=[CH:20][NH:19][C:16]4=[N:17][CH:18]=3)=[C:9]([F:12])[C:10]=2[O:11][CH2:28][C:27]2[CH:26]=[CH:25][C:24]([C:23]([F:22])([F:32])[F:33])=[CH:31][CH:30]=2)[CH2:2][CH2:3][CH2:4]1. The catalyst class is: 16. (5) Reactant: OS(O)(=O)=O.N[C:7]1[C:12]([CH3:13])=[CH:11][CH:10]=[CH:9][N:8]=1.[N+:14]([O-])([OH:16])=[O:15].[OH:18]S(O)(=O)=O.[N+]([O-])(O)=O. Product: [CH3:13][C:12]1[C:7]([OH:18])=[N:8][CH:9]=[C:10]([N+:14]([O-:16])=[O:15])[CH:11]=1. The catalyst class is: 6. (6) Reactant: Cl[C:2]1[NH:3][C:4](=[O:12])[C:5]2[CH:10]=[CH:9][N:8]([CH3:11])[C:6]=2[N:7]=1.[NH:13]1[CH:17]=[CH:16][CH:15]=[N:14]1. Product: [CH3:11][N:8]1[C:6]2[N:7]=[C:2]([N:13]3[CH:17]=[CH:16][CH:15]=[N:14]3)[NH:3][C:4](=[O:12])[C:5]=2[CH:10]=[CH:9]1. The catalyst class is: 7. (7) Reactant: Br[CH:2]([CH3:18])[C:3]([C:5]1[CH:14]=[CH:13][C:12]2[C:7](=[CH:8][CH:9]=[C:10]([O:16][CH3:17])[C:11]=2[Cl:15])[CH:6]=1)=[O:4].[ClH:19].Cl.[CH2:21]([N:30]1[CH2:35][CH2:34][NH:33][CH2:32][CH2:31]1)[C:22]([C:24]1[CH:29]=[CH:28][CH:27]=[CH:26][CH:25]=1)=[O:23].C([O-])([O-])=O.[K+].[K+]. Product: [ClH:15].[ClH:19].[CH2:21]([N:30]1[CH2:35][CH2:34][N:33]([CH:2]([C:3]([C:5]2[CH:14]=[CH:13][C:12]3[C:7](=[CH:8][CH:9]=[C:10]([O:16][CH3:17])[C:11]=3[Cl:15])[CH:6]=2)=[O:4])[CH3:18])[CH2:32][CH2:31]1)[C:22]([C:24]1[CH:25]=[CH:26][CH:27]=[CH:28][CH:29]=1)=[O:23]. The catalyst class is: 3.